This data is from Catalyst prediction with 721,799 reactions and 888 catalyst types from USPTO. The task is: Predict which catalyst facilitates the given reaction. (1) Reactant: [CH3:1][O:2][CH2:3][CH2:4][O:5][C:6]1[C:11]2[C:12](=O)[CH2:13][O:14][C:10]=2[CH:9]=[CH:8][CH:7]=1.C([O-])(=O)C.[Na+].Cl.[NH2:22][OH:23]. Product: [CH3:1][O:2][CH2:3][CH2:4][O:5][C:6]1[C:11]2[C:12](=[N:22][OH:23])[CH2:13][O:14][C:10]=2[CH:9]=[CH:8][CH:7]=1. The catalyst class is: 8. (2) Reactant: [C:1]1([CH3:7])[CH:6]=[CH:5][CH:4]=[CH:3][CH:2]=1.C(Br)C1C=CC=CC=1.[N-:16]=[N+:17]=[N-:18].[Na+].[C:20]([O:24][CH2:25][CH3:26])(=[O:23])[CH:21]=[CH2:22]. Product: [CH2:7]([N:16]1[CH:22]=[C:21]([C:20]([O:24][CH2:25][CH3:26])=[O:23])[N:18]=[N:17]1)[C:1]1[CH:6]=[CH:5][CH:4]=[CH:3][CH:2]=1. The catalyst class is: 40.